This data is from Catalyst prediction with 721,799 reactions and 888 catalyst types from USPTO. The task is: Predict which catalyst facilitates the given reaction. Reactant: Br[CH2:2][C:3]1[CH:8]=[CH:7][C:6]([C:9]2[O:10][C:11]3[CH:17]=[CH:16][CH:15]=[CH:14][C:12]=3[N:13]=2)=[CH:5][C:4]=1[O:18][CH3:19].[NH:20]1[CH:24]=[CH:23][N:22]=[N:21]1.C([O-])([O-])=O.[Cs+].[Cs+]. Product: [CH3:19][O:18][C:4]1[CH:5]=[C:6]([C:9]2[O:10][C:11]3[CH:17]=[CH:16][CH:15]=[CH:14][C:12]=3[N:13]=2)[CH:7]=[CH:8][C:3]=1[CH2:2][N:20]1[CH:24]=[CH:23][N:22]=[N:21]1.[CH3:19][O:18][C:4]1[CH:5]=[C:6]([C:9]2[O:10][C:11]3[CH:17]=[CH:16][CH:15]=[CH:14][C:12]=3[N:13]=2)[CH:7]=[CH:8][C:3]=1[CH2:2][N:21]1[N:22]=[CH:23][CH:24]=[N:20]1. The catalyst class is: 23.